This data is from Reaction yield outcomes from USPTO patents with 853,638 reactions. The task is: Predict the reaction yield, written as a fraction of the theoretical maximum amount of product (1.0 means a 100% yield; for example, 0.34 means a 34% yield). (1) The reactants are C[O:2][C:3]1[CH:4]=[C:5]([CH2:9][C:10]#[N:11])[CH:6]=[CH:7][CH:8]=1.B(Br)(Br)Br.O. The catalyst is C(Cl)Cl. The product is [OH:2][C:3]1[CH:4]=[C:5]([CH2:9][C:10]#[N:11])[CH:6]=[CH:7][CH:8]=1. The yield is 0.550. (2) The reactants are [C:1]([O:5][C:6]([N:8]1[CH2:13][CH2:12][CH:11]([C:14]2[CH:19]=[CH:18][C:17]([NH2:20])=[C:16]([C:21]3[CH2:22][CH2:23][S:24][CH2:25][CH:26]=3)[CH:15]=2)[CH2:10][CH2:9]1)=[O:7])([CH3:4])([CH3:3])[CH3:2].[K+].[C:28]([C:30]1[N:31]=[C:32]([C:43]([O-])=[O:44])[N:33]([CH2:35][O:36][CH2:37][CH2:38][Si:39]([CH3:42])([CH3:41])[CH3:40])[CH:34]=1)#[N:29].C1CN([P+](Br)(N2CCCC2)N2CCCC2)CC1.F[P-](F)(F)(F)(F)F.CCN(C(C)C)C(C)C. The catalyst is CN(C=O)C.CCOC(C)=O. The product is [C:1]([O:5][C:6]([N:8]1[CH2:9][CH2:10][CH:11]([C:14]2[CH:19]=[CH:18][C:17]([NH:20][C:43]([C:32]3[N:33]([CH2:35][O:36][CH2:37][CH2:38][Si:39]([CH3:42])([CH3:41])[CH3:40])[CH:34]=[C:30]([C:28]#[N:29])[N:31]=3)=[O:44])=[C:16]([C:21]3[CH2:26][CH2:25][S:24][CH2:23][CH:22]=3)[CH:15]=2)[CH2:12][CH2:13]1)=[O:7])([CH3:4])([CH3:2])[CH3:3]. The yield is 0.850. (3) The product is [NH3:3].[CH3:8][OH:9].[CH2:10]([O:9][CH2:8][CH2:7][N:6]1[C:5]2[CH:12]=[CH:13][CH:14]=[CH:15][C:4]=2[N:3]=[C:2]1[N:16]1[CH2:22][CH2:21][CH2:20][NH:19][CH2:18][CH2:17]1)[CH3:11]. The reactants are Cl[C:2]1[N:6]([CH2:7][CH2:8][O:9][CH2:10][CH3:11])[C:5]2[CH:12]=[CH:13][CH:14]=[CH:15][C:4]=2[N:3]=1.[NH:16]1[CH2:22][CH2:21][CH2:20][NH:19][CH2:18][CH2:17]1.N12CCCN=C1CCCCC2.N1C=CC=CC=1. The yield is 0.0200. The catalyst is CO.C(OCC)(=O)C. (4) The product is [CH2:20]([O:19][C:17](=[O:18])[NH:11][C:7]1[N:6]=[C:5]2[O:4][CH2:3][CH2:2][O:1][C:10]2=[CH:9][CH:8]=1)[C:21]1[CH:26]=[CH:25][CH:24]=[CH:23][CH:22]=1. The reactants are [O:1]1[C:10]2[C:5](=[N:6][C:7]([NH2:11])=[CH:8][CH:9]=2)[O:4][CH2:3][CH2:2]1.C([O-])(O)=O.[Na+].[C:17](Cl)([O:19][CH2:20][C:21]1[CH:26]=[CH:25][CH:24]=[CH:23][CH:22]=1)=[O:18]. The catalyst is CC(C)=O.O. The yield is 1.00.